From a dataset of Forward reaction prediction with 1.9M reactions from USPTO patents (1976-2016). Predict the product of the given reaction. (1) Given the reactants [CH3:1][O:2][C:3]1[CH:16]=[CH:15][CH:14]=[CH:13][C:4]=1[CH2:5][CH2:6][CH:7]1[CH2:12][CH2:11][NH:10][CH2:9][CH2:8]1.[CH3:17][O:18][C:19]1[CH:27]=[CH:26][CH:25]=[CH:24][C:20]=1[CH2:21][CH2:22]Br.C([O-])([O-])=O.[K+].[K+], predict the reaction product. The product is: [CH3:17][O:18][C:19]1[CH:27]=[CH:26][CH:25]=[CH:24][C:20]=1[CH2:21][CH2:22][N:10]1[CH2:11][CH2:12][CH:7]([CH2:6][CH2:5][C:4]2[CH:13]=[CH:14][CH:15]=[CH:16][C:3]=2[O:2][CH3:1])[CH2:8][CH2:9]1. (2) Given the reactants [CH3:1][O:2][C:3]1[CH:28]=[CH:27][C:6]([CH2:7][N:8]2[C:13](=[O:14])[CH2:12][C@@H:11]([C:15]3[CH:20]=[C:19]([F:21])[C:18]([F:22])=[CH:17][C:16]=3[F:23])[C@H:10](C(O)=O)[CH2:9]2)=[CH:5][CH:4]=1.C([N:31]([CH2:34]C)CC)C.C1(P(N=[N+]=[N-])(C2C=CC=CC=2)=[O:43])C=CC=CC=1.[CH2:53]([OH:60])[C:54]1[CH:59]=[CH:58][CH:57]=[CH:56][CH:55]=1, predict the reaction product. The product is: [CH3:1][O:2][C:3]1[CH:28]=[CH:27][C:6]([CH2:7][N:8]2[C:13](=[O:14])[CH2:12][C@@H:11]([C:15]3[CH:20]=[C:19]([F:21])[C:18]([F:22])=[CH:17][C:16]=3[F:23])[C@H:10]([NH:31][C:34](=[O:43])[O:60][CH2:53][C:54]3[CH:59]=[CH:58][CH:57]=[CH:56][CH:55]=3)[CH2:9]2)=[CH:5][CH:4]=1. (3) The product is: [CH2:6]([N:13]1[CH2:18][CH2:17][C:16]([C:33]#[C:32][CH2:31][OH:34])=[C:15]([C:27]([O:29][CH3:30])=[O:28])[CH2:14]1)[C:7]1[CH:12]=[CH:11][CH:10]=[CH:9][CH:8]=1. Given the reactants CN(C)C=O.[CH2:6]([N:13]1[CH2:18][CH2:17][C:16](OS(C(F)(F)F)(=O)=O)=[C:15]([C:27]([O:29][CH3:30])=[O:28])[CH2:14]1)[C:7]1[CH:12]=[CH:11][CH:10]=[CH:9][CH:8]=1.[CH:31](=[O:34])[C:32]#[CH:33].C(N(CC)C(C)C)(C)C, predict the reaction product. (4) Given the reactants [C:1]([O:5][C:6]([NH:8][C@@H:9]([CH2:13][CH2:14][CH:15]1[CH2:20][CH2:19][CH2:18][CH2:17][CH2:16]1)[C:10]([OH:12])=O)=[O:7])([CH3:4])([CH3:3])[CH3:2].CN1CCOCC1.Cl.[CH3:29][NH:30][O:31][CH3:32].Cl.CN(C)CCCN=C=NCC.Cl, predict the reaction product. The product is: [C:1]([O:5][C:6](=[O:7])[NH:8][C@H:9]([C:10](=[O:12])[N:30]([O:31][CH3:32])[CH3:29])[CH2:13][CH2:14][CH:15]1[CH2:20][CH2:19][CH2:18][CH2:17][CH2:16]1)([CH3:2])([CH3:3])[CH3:4].